From a dataset of Retrosynthesis with 50K atom-mapped reactions and 10 reaction types from USPTO. Predict the reactants needed to synthesize the given product. (1) The reactants are: CC(C)(C)OC(=O)N1CCC(C)(C(=O)O)CC1.CC(C)(C)c1cccc(N)c1. Given the product CC(C)(C)OC(=O)N1CCC(C)(C(=O)Nc2cccc(C(C)(C)C)c2)CC1, predict the reactants needed to synthesize it. (2) The reactants are: CC(C)(C)OC(=O)N1CCC[C@H]1CO.O=[N+]([O-])c1cc(O)cc(C(F)(F)F)c1. Given the product CC(C)(C)OC(=O)N1CCC[C@H]1COc1cc([N+](=O)[O-])cc(C(F)(F)F)c1, predict the reactants needed to synthesize it. (3) Given the product CC(C)N1CCn2c(Cc3ccc(Cl)cc3-c3cccc(F)c3)nc(=O)c(OCc3ccccc3)c2C1=O, predict the reactants needed to synthesize it. The reactants are: CC(C)N1CCn2c(Cc3ccc(Cl)cc3Br)nc(=O)c(OCc3ccccc3)c2C1=O.OB(O)c1cccc(F)c1. (4) Given the product N#CCC1c2ccccc2-c2ccccc21, predict the reactants needed to synthesize it. The reactants are: N#CC=C1c2ccccc2-c2ccccc21.